Dataset: Catalyst prediction with 721,799 reactions and 888 catalyst types from USPTO. Task: Predict which catalyst facilitates the given reaction. (1) Reactant: [C:1]([C@H:4]1[CH2:9][N:8]([C:10]([O:12][CH2:13][CH:14]2[C:26]3[CH:25]=[CH:24][CH:23]=[CH:22][C:21]=3[C:20]3[C:15]2=[CH:16][CH:17]=[CH:18][CH:19]=3)=[O:11])[C@H:7]([CH3:27])[CH2:6][CH2:5]1)(=O)[NH2:2].COC1C=CC(P2(SP(C3C=CC(OC)=CC=3)(=S)S2)=[S:37])=CC=1. Product: [C:1]([C@H:4]1[CH2:9][N:8]([C:10]([O:12][CH2:13][CH:14]2[C:26]3[CH:25]=[CH:24][CH:23]=[CH:22][C:21]=3[C:20]3[C:15]2=[CH:16][CH:17]=[CH:18][CH:19]=3)=[O:11])[C@H:7]([CH3:27])[CH2:6][CH2:5]1)(=[S:37])[NH2:2]. The catalyst class is: 1. (2) Reactant: [CH2:1]([C:3](=[CH2:6])[CH2:4][OH:5])[CH3:2].N(C(OCC)=O)=NC(OCC)=O.C1(P(C2C=CC=CC=2)C2C=CC=CC=2)C=CC=CC=1.O[C:39]1[CH:44]=[CH:43][CH:42]=[CH:41][C:40]=1[CH2:45][C:46]([O:48][CH3:49])=[O:47]. Product: [CH2:1]([C:3](=[CH2:6])[CH2:4][O:5][C:39]1[CH:44]=[CH:43][CH:42]=[CH:41][C:40]=1[CH2:45][C:46]([O:48][CH3:49])=[O:47])[CH3:2]. The catalyst class is: 1. (3) Reactant: Cl[C:2]1[CH:3]=[CH:4][C:5]2[N:6]([C:8]([C:11]3[O:19][C:18]4[CH:17]=[CH:16][N:15]=[C:14]([O:20][CH3:21])[C:13]=4[CH:12]=3)=[CH:9][N:10]=2)[N:7]=1.[NH2:22][CH2:23][CH:24]([CH:26]1[CH2:28][CH2:27]1)[OH:25]. Product: [CH:26]1([CH:24]([OH:25])[CH2:23][NH:22][C:2]2[CH:3]=[CH:4][C:5]3[N:6]([C:8]([C:11]4[O:19][C:18]5[CH:17]=[CH:16][N:15]=[C:14]([O:20][CH3:21])[C:13]=5[CH:12]=4)=[CH:9][N:10]=3)[N:7]=2)[CH2:28][CH2:27]1. The catalyst class is: 51. (4) Reactant: [C:1]([C:6]1[CH:7]=[C:8]([C:28]#[N:29])[C:9]([N:19]2[CH2:24][CH2:23][CH:22]([C:25]([OH:27])=O)[CH2:21][CH2:20]2)=[N:10][C:11]=1[CH2:12][N:13]1[CH2:17][CH2:16][CH2:15][C:14]1=[O:18])(=[O:5])[CH2:2][CH2:3][CH3:4].CN(C(ON1N=NC2C=CC=CC1=2)=[N+](C)C)C.[B-](F)(F)(F)F.CCN(C(C)C)C(C)C.[C:61]1([CH:67]([S:69]([NH2:72])(=[O:71])=[O:70])[CH3:68])[CH:66]=[CH:65][CH:64]=[CH:63][CH:62]=1.C1CN([P+](Br)(N2CCCC2)N2CCCC2)CC1.F[P-](F)(F)(F)(F)F. Product: [C:1]([C:6]1[CH:7]=[C:8]([C:28]#[N:29])[C:9]([N:19]2[CH2:20][CH2:21][CH:22]([C:25]([NH:72][S:69]([CH:67]([C:61]3[CH:66]=[CH:65][CH:64]=[CH:63][CH:62]=3)[CH3:68])(=[O:70])=[O:71])=[O:27])[CH2:23][CH2:24]2)=[N:10][C:11]=1[CH2:12][N:13]1[CH2:17][CH2:16][CH2:15][C:14]1=[O:18])(=[O:5])[CH2:2][CH2:3][CH3:4]. The catalyst class is: 85. (5) Reactant: Cl[C:2]1[N:6]([CH3:7])[N:5]=[CH:4][C:3]=1[C:8]1[N:9]=[N:10][N:11]([CH3:13])[N:12]=1.[SH-:14].[Na+].Cl. Product: [CH3:7][N:6]1[C:2]([SH:14])=[C:3]([C:8]2[N:9]=[N:10][N:11]([CH3:13])[N:12]=2)[CH:4]=[N:5]1.[CH3:7][N:6]1[C:2]([S:14][S:14][C:2]2[N:6]([CH3:7])[N:5]=[CH:4][C:3]=2[C:8]2[N:9]=[N:10][N:11]([CH3:13])[N:12]=2)=[C:3]([C:8]2[N:9]=[N:10][N:11]([CH3:13])[N:12]=2)[CH:4]=[N:5]1. The catalyst class is: 3. (6) Reactant: C([Li])CCC.Br[C:7]1[C:12]([CH3:13])=[C:11]([O:14][CH3:15])[C:10]([CH3:16])=[C:9]([CH3:17])[C:8]=1[O:18][CH3:19].[CH2:20]([N:27]1[CH2:32][CH2:31][CH:30]([CH:33]=[O:34])[CH2:29][CH2:28]1)[C:21]1[CH:26]=[CH:25][CH:24]=[CH:23][CH:22]=1.O. Product: [CH2:20]([N:27]1[CH2:32][CH2:31][CH:30]([CH:33]([C:7]2[C:12]([CH3:13])=[C:11]([O:14][CH3:15])[C:10]([CH3:16])=[C:9]([CH3:17])[C:8]=2[O:18][CH3:19])[OH:34])[CH2:29][CH2:28]1)[C:21]1[CH:26]=[CH:25][CH:24]=[CH:23][CH:22]=1. The catalyst class is: 7. (7) Reactant: [CH:1]1[N:2]=[C:3]([C:10]([O:12][CH2:13][CH3:14])=[O:11])[N:4]2[CH2:9][CH2:8][CH2:7][CH2:6][C:5]=12.C1C(=O)N([Br:22])C(=O)C1. Product: [Br:22][C:1]1[N:2]=[C:3]([C:10]([O:12][CH2:13][CH3:14])=[O:11])[N:4]2[CH2:9][CH2:8][CH2:7][CH2:6][C:5]=12. The catalyst class is: 10. (8) Reactant: [Cl:1][C:2]1[CH:18]=[CH:17][C:5]2[CH2:6][CH2:7][N:8](C(=O)C(F)(F)F)[CH2:9][CH2:10][C:4]=2[C:3]=1[NH:19][CH2:20][C:21]1[CH:26]=[CH:25][C:24]([C:27]2[N:28]=[C:29]([NH:32][C:33]([CH:35]3[CH2:37][CH2:36]3)=[O:34])[S:30][CH:31]=2)=[CH:23][CH:22]=1.N. Product: [Cl:1][C:2]1[CH:18]=[CH:17][C:5]2[CH2:6][CH2:7][NH:8][CH2:9][CH2:10][C:4]=2[C:3]=1[NH:19][CH2:20][C:21]1[CH:22]=[CH:23][C:24]([C:27]2[N:28]=[C:29]([NH:32][C:33]([CH:35]3[CH2:37][CH2:36]3)=[O:34])[S:30][CH:31]=2)=[CH:25][CH:26]=1. The catalyst class is: 5. (9) Reactant: [CH3:1][C:2]([CH3:7])([CH2:5][NH2:6])[CH2:3][NH2:4].[ClH:8].[NH2:9][C:10](N)=N. Product: [ClH:8].[CH3:1][C:2]1([CH3:7])[CH2:5][NH:6][C:10]([NH2:9])=[N:4][CH2:3]1. The catalyst class is: 8. (10) Reactant: C[O:2][C:3]1[CH:4]=[C:5]([C:9]2[CH:10]=[C:11]3[C:16](=[CH:17][CH:18]=2)[N:15]=[C:14]([C:19]2[CH:20]=[N:21][CH:22]=[CH:23][CH:24]=2)[N:13]=[C:12]3[NH:25][CH3:26])[CH:6]=[CH:7][CH:8]=1.COC1C=C(C2C=C3C(=CC=2)N=C(C2C=NC=CC=2)N=C3N2CCCC2)C=CC=1.N1CCCC1.B(Br)(Br)Br.C([O-])(O)=O.[Na+]. Product: [CH3:26][NH:25][C:12]1[C:11]2[C:16](=[CH:17][CH:18]=[C:9]([C:5]3[CH:4]=[C:3]([OH:2])[CH:8]=[CH:7][CH:6]=3)[CH:10]=2)[N:15]=[C:14]([C:19]2[CH:20]=[N:21][CH:22]=[CH:23][CH:24]=2)[N:13]=1. The catalyst class is: 2.